This data is from NCI-60 drug combinations with 297,098 pairs across 59 cell lines. The task is: Regression. Given two drug SMILES strings and cell line genomic features, predict the synergy score measuring deviation from expected non-interaction effect. Drug 1: C1=C(C(=O)NC(=O)N1)F. Drug 2: CCC(=C(C1=CC=CC=C1)C2=CC=C(C=C2)OCCN(C)C)C3=CC=CC=C3.C(C(=O)O)C(CC(=O)O)(C(=O)O)O. Cell line: IGROV1. Synergy scores: CSS=44.3, Synergy_ZIP=13.3, Synergy_Bliss=12.7, Synergy_Loewe=13.2, Synergy_HSA=13.8.